This data is from Forward reaction prediction with 1.9M reactions from USPTO patents (1976-2016). The task is: Predict the product of the given reaction. (1) Given the reactants [F:1][C:2]([C:5]1[O:9][C:8]([CH2:10][N:11]2[CH:15]=[CH:14][C:13]([NH2:16])=[N:12]2)=[CH:7][CH:6]=1)([F:4])[CH3:3].[C:17]1([C:23]2[O:27][CH:26]=[N:25][C:24]=2[C:28](O)=[O:29])[CH:22]=[CH:21][CH:20]=[CH:19][CH:18]=1, predict the reaction product. The product is: [F:4][C:2]([C:5]1[O:9][C:8]([CH2:10][N:11]2[CH:15]=[CH:14][C:13]([NH:16][C:28]([C:24]3[N:25]=[CH:26][O:27][C:23]=3[C:17]3[CH:18]=[CH:19][CH:20]=[CH:21][CH:22]=3)=[O:29])=[N:12]2)=[CH:7][CH:6]=1)([F:1])[CH3:3]. (2) The product is: [Br:23][C:11]1[N:5]2[C:6]([CH:7]=[N:8][C:3]([S:2][CH3:1])=[N:4]2)=[C:9]([O:12][CH2:13][O:14][CH2:15][CH2:16][Si:17]([CH3:19])([CH3:18])[CH3:20])[CH:10]=1. Given the reactants [CH3:1][S:2][C:3]1[N:8]=[CH:7][C:6]2=[C:9]([O:12][CH2:13][O:14][CH2:15][CH2:16][Si:17]([CH3:20])([CH3:19])[CH3:18])[CH:10]=[CH:11][N:5]2[N:4]=1.CO.[Br:23]N1C(=O)CCC1=O, predict the reaction product. (3) Given the reactants CS([C:4]1[N:9]=[CH:8][C:7]2=CC=[C:12]([C:13]3[CH:18]=CC=CC=3OC)[N:6]2[N:5]=1)=O.CS([C:24]1[N:29]=[CH:28][C:27]2=[CH:30][CH:31]=[C:32]([C:33]3[CH:34]=[N:35][CH:36]=[CH:37][CH:38]=3)[N:26]2[N:25]=1)=O, predict the reaction product. The product is: [N:35]1[CH:36]=[CH:37][CH:38]=[C:33]([C:32]2[N:26]3[C:27]([CH:28]=[N:29][C:24]([N:5]4[C:18]5[CH:13]=[CH:12][N:6]=[CH:7][C:8]=5[N:9]=[CH:4]4)=[N:25]3)=[CH:30][CH:31]=2)[CH:34]=1. (4) Given the reactants [F:1][C:2]1[CH:17]=[CH:16][C:5]2[C:6]([CH3:15])=[C:7]([C:9](N(OC)C)=[O:10])[O:8][C:4]=2[CH:3]=1.[H-].[Al+3].[Li+].[H-].[H-].[H-].O, predict the reaction product. The product is: [F:1][C:2]1[CH:17]=[CH:16][C:5]2[C:6]([CH3:15])=[C:7]([CH:9]=[O:10])[O:8][C:4]=2[CH:3]=1. (5) Given the reactants [C:1](Cl)(=[O:3])[CH3:2].[CH2:5]([O:7][C:8]([C:10]1[C:11]2[CH2:19][CH2:18][CH2:17][CH2:16][C:12]=2[S:13][C:14]=1[NH2:15])=[O:9])[CH3:6].O, predict the reaction product. The product is: [CH2:5]([O:7][C:8]([C:10]1[C:11]2[CH2:19][CH2:18][CH2:17][CH2:16][C:12]=2[S:13][C:14]=1[NH:15][C:1](=[O:3])[CH3:2])=[O:9])[CH3:6]. (6) Given the reactants [F:1][C:2]1[CH:18]=[C:17]([F:19])[CH:16]=[C:15]([F:20])[C:3]=1[CH2:4][O:5][C:6]1[CH:13]=[CH:12][C:11]([Br:14])=[CH:10][C:7]=1[CH:8]=[O:9].C(N(CC)CC)C.[CH:28]([C:30]([CH3:32])=[O:31])=[CH2:29].[Br-].C([N+]1C(CC)=C(CCO)SC=1)C, predict the reaction product. The product is: [Br:14][C:11]1[CH:12]=[CH:13][C:6]([O:5][CH2:4][C:3]2[C:2]([F:1])=[CH:18][C:17]([F:19])=[CH:16][C:15]=2[F:20])=[C:7]([C:8](=[O:9])[CH2:29][CH2:28][C:30](=[O:31])[CH3:32])[CH:10]=1. (7) Given the reactants [C:1]([C:5]1[CH:10]=[CH:9][CH:8]=[CH:7][CH:6]=1)([CH3:4])([CH3:3])[CH3:2].[Cl-].[Al+3].[Cl-].[Cl-].Cl.[CH2:16]([OH:18])[CH3:17], predict the reaction product. The product is: [C:1]([C:5]1[CH:10]=[CH:9][C:8]([C:16]([C:17]2[CH:9]=[CH:10][C:5]([C:1]([CH3:4])([CH3:3])[CH3:2])=[CH:6][CH:7]=2)=[O:18])=[CH:7][CH:6]=1)([CH3:4])([CH3:3])[CH3:2].